From a dataset of Catalyst prediction with 721,799 reactions and 888 catalyst types from USPTO. Predict which catalyst facilitates the given reaction. (1) Reactant: [CH:1]([NH:14][CH2:15][C:16]([O:18]CC)=[O:17])([C:8]1[CH:13]=[CH:12][CH:11]=[CH:10][CH:9]=1)[C:2]1[CH:7]=[CH:6][CH:5]=[CH:4][CH:3]=1.CO. Product: [CH:1]([NH:14][CH2:15][C:16]([OH:18])=[O:17])([C:8]1[CH:9]=[CH:10][CH:11]=[CH:12][CH:13]=1)[C:2]1[CH:7]=[CH:6][CH:5]=[CH:4][CH:3]=1. The catalyst class is: 500. (2) Reactant: [CH3:1][C:2]1[C:6]([C:7]2[CH:8]=[C:9]3[NH:15][CH:14]=[CH:13][C:10]3=[N:11][CH:12]=2)=[C:5]([CH3:16])[O:4][N:3]=1.[I:17]N1C(=O)CCC1=O.C(=O)([O-])[O-].[K+].[K+]. Product: [I:17][C:13]1[C:10]2=[N:11][CH:12]=[C:7]([C:6]3[C:2]([CH3:1])=[N:3][O:4][C:5]=3[CH3:16])[CH:8]=[C:9]2[NH:15][CH:14]=1. The catalyst class is: 4. (3) Reactant: C([O:3][C:4](=O)[CH2:5][C:6]1[CH:7]=[CH:8][C:9]2[CH2:15][O:14][CH2:13][CH2:12][N:11]([C:16]([O:18][C:19]([CH3:22])([CH3:21])[CH3:20])=[O:17])[C:10]=2[N:23]=1)C.[Li+].[BH4-]. Product: [OH:3][CH2:4][CH2:5][C:6]1[CH:7]=[CH:8][C:9]2[CH2:15][O:14][CH2:13][CH2:12][N:11]([C:16]([O:18][C:19]([CH3:21])([CH3:20])[CH3:22])=[O:17])[C:10]=2[N:23]=1. The catalyst class is: 1. (4) Reactant: [C:1]([CH2:9][C:10]([O:12]CC)=[O:11])(=[O:8])[C:2]1[CH:7]=[CH:6][CH:5]=[CH:4][CH:3]=1.[CH2:15]([O:17][C:18](=[O:23])[C:19](Cl)=[N:20]O)[CH3:16].Cl. Product: [C:1]([C:9]1[C:19]([C:18]([O:17][CH2:15][CH3:16])=[O:23])=[N:20][O:11][C:10]=1[OH:12])(=[O:8])[C:2]1[CH:3]=[CH:4][CH:5]=[CH:6][CH:7]=1. The catalyst class is: 14. (5) Reactant: Cl[C:2]1[CH:7]=[CH:6][N:5]=[C:4]2[NH:8][C:9]([C:11]3[CH2:16][CH2:15][N:14]([C:17]([O:19][C:20]([CH3:23])([CH3:22])[CH3:21])=[O:18])[CH2:13][CH:12]=3)=[CH:10][C:3]=12.[CH3:24][C:25]1([CH3:41])[C:29]([CH3:31])([CH3:30])[O:28][B:27]([B:27]2[O:28][C:29]([CH3:31])([CH3:30])[C:25]([CH3:41])([CH3:24])[O:26]2)[O:26]1.C1(P(C2CCCCC2)C2C=CC=CC=2C2C=CC=CC=2)CCCCC1.C([O-])(=O)C.[K+]. Product: [CH3:24][C:25]1([CH3:41])[C:29]([CH3:31])([CH3:30])[O:28][B:27]([C:2]2[CH:7]=[CH:6][N:5]=[C:4]3[NH:8][C:9]([C:11]4[CH2:16][CH2:15][N:14]([C:17]([O:19][C:20]([CH3:23])([CH3:22])[CH3:21])=[O:18])[CH2:13][CH:12]=4)=[CH:10][C:3]=23)[O:26]1. The catalyst class is: 160. (6) Reactant: [CH2:1]([O:3][C:4](=[O:11])[CH2:5][C:6]([O:8][CH2:9][CH3:10])=[O:7])[CH3:2].[H-].[Na+].[Br:14][C:15]1[CH:20]=[CH:19][CH:18]=[C:17](I)[C:16]=1[CH2:22][CH3:23]. Product: [CH2:1]([O:3][C:4](=[O:11])[CH:5]([C:17]1[CH:18]=[CH:19][CH:20]=[C:15]([Br:14])[C:16]=1[CH2:22][CH3:23])[C:6]([O:8][CH2:9][CH3:10])=[O:7])[CH3:2]. The catalyst class is: 12. (7) Reactant: [Br:1][C:2]1[CH:33]=[CH:32][C:31]([F:34])=[CH:30][C:3]=1[O:4][CH:5]1[CH2:10][CH2:9][N:8]([C:11]2[S:12][C:13]3[C:18](=[O:19])[N:17]([CH2:20][O:21][CH3:22])[C:16]([CH2:23][CH2:24][C:25]([O:27][CH3:28])=[O:26])=[N:15][C:14]=3[N:29]=2)[CH2:7][CH2:6]1.C[Si](C)(C)[N-][Si](C)(C)C.[K+].C1(C2[O:53]N2S(C2C=CC=CC=2)(=O)=O)C=CC=CC=1. Product: [Br:1][C:2]1[CH:33]=[CH:32][C:31]([F:34])=[CH:30][C:3]=1[O:4][CH:5]1[CH2:10][CH2:9][N:8]([C:11]2[S:12][C:13]3[C:18](=[O:19])[N:17]([CH2:20][O:21][CH3:22])[C:16]([CH2:23][CH:24]([OH:53])[C:25]([O:27][CH3:28])=[O:26])=[N:15][C:14]=3[N:29]=2)[CH2:7][CH2:6]1. The catalyst class is: 247.